From a dataset of Catalyst prediction with 721,799 reactions and 888 catalyst types from USPTO. Predict which catalyst facilitates the given reaction. Product: [C:3]([N:6]1[CH2:15][CH2:14][C:13]2[C:8](=[CH:9][C:10]([O:16][CH2:17][C:18]3([C:30]([OH:32])=[O:31])[CH2:19][CH2:20][N:21]([C:24]4[CH:25]=[CH:26][N:27]=[CH:28][CH:29]=4)[CH2:22][CH2:23]3)=[CH:11][CH:12]=2)[CH2:7]1)(=[NH:4])[NH2:5]. Reactant: Cl.Cl.[C:3]([N:6]1[CH2:15][CH2:14][C:13]2[C:8](=[CH:9][C:10]([O:16][CH2:17][C:18]3([C:30]([OH:32])=[O:31])[CH2:23][CH2:22][N:21]([C:24]4[CH:29]=[CH:28][N:27]=[CH:26][CH:25]=4)[CH2:20][CH2:19]3)=[CH:11][CH:12]=2)[CH2:7]1)(=[NH:5])[NH2:4]. The catalyst class is: 6.